Dataset: Full USPTO retrosynthesis dataset with 1.9M reactions from patents (1976-2016). Task: Predict the reactants needed to synthesize the given product. (1) Given the product [CH2:6]([C:8]1[C:12]([CH3:13])=[C:11](/[CH:14]=[CH:15]/[C:16]2[N:17]([CH3:21])[C:18]([CH:26]=[O:27])=[CH:19][CH:20]=2)[N:10]([CH3:22])[C:9]=1[CH3:23])[CH3:7], predict the reactants needed to synthesize it. The reactants are: P(Cl)(Cl)(Cl)=O.[CH2:6]([C:8]1[C:12]([CH3:13])=[C:11](/[CH:14]=[CH:15]/[C:16]2[N:17]([CH3:21])[CH:18]=[CH:19][CH:20]=2)[N:10]([CH3:22])[C:9]=1[CH3:23])[CH3:7].CN(C)[CH:26]=[O:27]. (2) Given the product [CH3:9][CH:10]1[NH:5][CH2:16][CH2:17][C:18]2[N:1]=[CH:4][CH:15]=[CH:20][C:19]1=2, predict the reactants needed to synthesize it. The reactants are: [N+:1]([CH3:4])([O-])=O.[NH:5]1[CH2:10][CH2:9]CCC1.C(O)(=O)C.[CH:15]1[CH:20]=[CH:19][CH:18]=[CH:17][CH:16]=1. (3) Given the product [CH3:1][O:2][C:3](=[O:12])[C:4]1[C:5](=[CH:7][C:8]([CH2:11][Br:13])=[CH:9][CH:10]=1)[OH:6], predict the reactants needed to synthesize it. The reactants are: [CH3:1][O:2][C:3](=[O:12])[C:4]1[C:5](=[CH:7][C:8]([CH3:11])=[CH:9][CH:10]=1)[OH:6].[Br:13]Br.